This data is from Catalyst prediction with 721,799 reactions and 888 catalyst types from USPTO. The task is: Predict which catalyst facilitates the given reaction. (1) Reactant: [NH2:1][C:2]1[C:10]2[C:9]([C:11]3[CH:16]=[CH:15][CH:14]=[C:13]([N+:17]([O-])=O)[CH:12]=3)=[N:8][C:7]([NH:20][CH:21]3[CH2:23][CH2:22]3)=[N:6][C:5]=2[S:4][C:3]=1[C:24]([NH2:26])=[O:25].CCOC(C)=O.[H][H]. Product: [NH2:1][C:2]1[C:10]2[C:9]([C:11]3[CH:16]=[CH:15][CH:14]=[C:13]([NH2:17])[CH:12]=3)=[N:8][C:7]([NH:20][CH:21]3[CH2:22][CH2:23]3)=[N:6][C:5]=2[S:4][C:3]=1[C:24]([NH2:26])=[O:25]. The catalyst class is: 50. (2) Reactant: [O:1]=[C:2]([C@H:20]([CH3:36])[C@@H:21]([O:27][C:28]([O:30][CH2:31][C:32]([Cl:35])([Cl:34])[Cl:33])=[O:29])[C@@H:22]([CH3:26])[CH2:23][CH:24]=[CH2:25])[C:3]([CH3:19])([CH3:18])[C@@H:4]([O:10][Si:11]([CH2:16][CH3:17])([CH2:14][CH3:15])[CH2:12][CH3:13])[C@H:5]([CH3:9])[C:6]([OH:8])=[O:7].[C:37](O)([CH3:40])([CH3:39])[CH3:38].C1(N=C=NC2CCCCC2)CCCCC1. Product: [O:1]=[C:2]([C@H:20]([CH3:36])[C@@H:21]([O:27][C:28]([O:30][CH2:31][C:32]([Cl:35])([Cl:33])[Cl:34])=[O:29])[C@@H:22]([CH3:26])[CH2:23][CH:24]=[CH2:25])[C:3]([CH3:19])([CH3:18])[C@@H:4]([O:10][Si:11]([CH2:12][CH3:13])([CH2:16][CH3:17])[CH2:14][CH3:15])[C@H:5]([CH3:9])[C:6]([O:8][C:37]([CH3:40])([CH3:39])[CH3:38])=[O:7]. The catalyst class is: 143. (3) Reactant: Br[C:2]1[CH:7]=[CH:6][C:5]([O:8][CH2:9][C:10]([O:12][CH2:13][CH3:14])=[O:11])=[CH:4][C:3]=1[O:15][CH2:16][C:17]([O:19][CH2:20][CH3:21])=[O:18].C(NCC)C.C1C=CC(P(C2C=CC=CC=2)C2C=CC=CC=2)=CC=1.[CH3:46][Si:47]([C:50]#[CH:51])([CH3:49])[CH3:48]. Product: [CH3:46][Si:47]([C:50]#[C:51][C:2]1[CH:7]=[CH:6][C:5]([O:8][CH2:9][C:10]([O:12][CH2:13][CH3:14])=[O:11])=[CH:4][C:3]=1[O:15][CH2:16][C:17]([O:19][CH2:20][CH3:21])=[O:18])([CH3:49])[CH3:48]. The catalyst class is: 538. (4) Reactant: [CH2:1]([C:3]1[C:4](=[O:31])[N:5]([CH2:22][CH2:23][C:24]2[CH:29]=[CH:28][CH:27]=[CH:26][C:25]=2[F:30])[C:6]([C:11]2[CH:16]=[CH:15][CH:14]=[C:13]([F:17])[C:12]=2[O:18]COC)=[N:7][C:8]=1[CH2:9][CH3:10])[CH3:2].C(O)(C(F)(F)F)=O. Product: [CH2:1]([C:3]1[C:4](=[O:31])[N:5]([CH2:22][CH2:23][C:24]2[CH:29]=[CH:28][CH:27]=[CH:26][C:25]=2[F:30])[C:6]([C:11]2[CH:16]=[CH:15][CH:14]=[C:13]([F:17])[C:12]=2[OH:18])=[N:7][C:8]=1[CH2:9][CH3:10])[CH3:2]. The catalyst class is: 317. (5) Reactant: [H-].[Na+].[CH:3]1([CH2:9][CH2:10][CH2:11][CH:12]=O)[CH2:8][CH2:7][CH2:6][CH2:5][CH2:4]1.[OH2:14].[CH3:15][CH2:16][O:17][CH2:18][CH3:19]. Product: [CH:3]1([CH2:9][CH2:10][CH2:11]/[CH:12]=[CH:15]/[C:16]([O:17][CH2:18][CH3:19])=[O:14])[CH2:4][CH2:5][CH2:6][CH2:7][CH2:8]1. The catalyst class is: 1. (6) Reactant: [Cl:1][C:2]1[CH:10]=[CH:9][C:5]([C:6]([OH:8])=O)=[C:4]([SH:11])[CH:3]=1.[C:12]([C:14]1[N:19]=[C:18]([CH2:20][CH2:21][C:22]([O:24][C:25]([CH3:28])([CH3:27])[CH3:26])=[O:23])[CH:17]=[CH:16][CH:15]=1)#[N:13]. Product: [Cl:1][C:2]1[CH:10]=[CH:9][C:5]2[C:6](=[O:8])[N:13]=[C:12]([C:14]3[N:19]=[C:18]([CH2:20][CH2:21][C:22]([O:24][C:25]([CH3:28])([CH3:27])[CH3:26])=[O:23])[CH:17]=[CH:16][CH:15]=3)[S:11][C:4]=2[CH:3]=1. The catalyst class is: 17. (7) Reactant: Cl[C:2]1[N:10]=[CH:9][N:8]=[C:7]2[C:3]=1[N:4]=[C:5]([C:18]1[CH:23]=[CH:22][CH:21]=[CH:20][C:19]=1[Cl:24])[N:6]2[C:11]1[CH:16]=[CH:15][C:14]([Cl:17])=[CH:13][CH:12]=1.[NH:25]1[CH2:30][CH2:29][CH:28]([NH:31][C:32](=[O:38])[O:33][C:34]([CH3:37])([CH3:36])[CH3:35])[CH2:27][CH2:26]1. Product: [Cl:24][C:19]1[CH:20]=[CH:21][CH:22]=[CH:23][C:18]=1[C:5]1[N:6]([C:11]2[CH:16]=[CH:15][C:14]([Cl:17])=[CH:13][CH:12]=2)[C:7]2[C:3]([N:4]=1)=[C:2]([N:25]1[CH2:26][CH2:27][CH:28]([NH:31][C:32](=[O:38])[O:33][C:34]([CH3:36])([CH3:35])[CH3:37])[CH2:29][CH2:30]1)[N:10]=[CH:9][N:8]=2. The catalyst class is: 8. (8) Reactant: Cl[C:2]1[C:3]([C:12]([O:14][CH2:15][CH3:16])=[O:13])=[N:4][C:5]2[C:10]([N:11]=1)=[CH:9][CH:8]=[CH:7][CH:6]=2.[CH2:17]([N:19](CC)[CH2:20]C)C.CNC.O. Product: [CH3:17][N:19]([CH3:20])[C:2]1[C:3]([C:12]([O:14][CH2:15][CH3:16])=[O:13])=[N:4][C:5]2[C:10]([N:11]=1)=[CH:9][CH:8]=[CH:7][CH:6]=2. The catalyst class is: 9. (9) Reactant: C1(OC)C=CC=CC=1.COC1C=CC(C[O:16][C:17](=[O:64])[CH:18]([NH:33][C:34]([NH:36][CH:37]([C:52]([O:54]CC2C=CC(OC)=CC=2)=[O:53])[CH2:38][CH2:39][CH2:40][CH2:41][NH:42][C:43](=[O:51])[C:44]2[CH:49]=[CH:48][C:47]([I:50])=[CH:46][CH:45]=2)=[O:35])[CH2:19][CH2:20][C:21]([O:23]CC2C=CC(OC)=CC=2)=[O:22])=CC=1. Product: [C:52]([CH:37]([NH:36][C:34](=[O:35])[NH:33][CH:18]([CH2:19][CH2:20][C:21]([OH:23])=[O:22])[C:17]([OH:64])=[O:16])[CH2:38][CH2:39][CH2:40][CH2:41][NH:42][C:43](=[O:51])[C:44]1[CH:45]=[CH:46][C:47]([I:50])=[CH:48][CH:49]=1)([OH:54])=[O:53]. The catalyst class is: 67. (10) Reactant: Br[CH2:2][C:3]([C:5]1[CH:10]=[CH:9][C:8]([O:11][CH3:12])=[CH:7][CH:6]=1)=O.[N:13]1[C:18]([CH3:19])=[CH:17][CH:16]=[CH:15][C:14]=1[CH3:20].C(=O)([O-])[O-].[K+].[K+]. Product: [CH3:19][C:18]1[N:13]2[C:14]([CH:15]=[CH:16][CH:17]=1)=[CH:20][C:3]([C:5]1[CH:10]=[CH:9][C:8]([O:11][CH3:12])=[CH:7][CH:6]=1)=[CH:2]2. The catalyst class is: 21.